Dataset: Full USPTO retrosynthesis dataset with 1.9M reactions from patents (1976-2016). Task: Predict the reactants needed to synthesize the given product. (1) Given the product [F:9][CH2:8][C:7]([C@H:11]1[CH2:16][CH2:15][C@H:14]([C:17]([O:19][CH2:20][CH3:21])=[O:18])[CH2:13][CH2:12]1)([OH:10])[C:5]1[S:6][C:2]([C:27]2[CH:26]=[C:25]([NH:38][C:39]3[N:44]=[C:43]([C:45]([F:48])([F:47])[F:46])[CH:42]=[CH:41][N:40]=3)[CH:24]=[C:23]([CH3:22])[CH:28]=2)=[CH:3][N:4]=1, predict the reactants needed to synthesize it. The reactants are: Br[C:2]1[S:6][C:5]([C:7]([C@H:11]2[CH2:16][CH2:15][C@H:14]([C:17]([O:19][CH2:20][CH3:21])=[O:18])[CH2:13][CH2:12]2)([OH:10])[CH2:8][F:9])=[N:4][CH:3]=1.[CH3:22][C:23]1[CH:24]=[C:25]([NH:38][C:39]2[N:44]=[C:43]([C:45]([F:48])([F:47])[F:46])[CH:42]=[CH:41][N:40]=2)[CH:26]=[C:27](B2OC(C)(C)C(C)(C)O2)[CH:28]=1.CC(C1C=C(C(C)C)C(C2C=CC=CC=2P(C2CCCCC2)C2CCCCC2)=C(C(C)C)C=1)C.C(=O)([O-])[O-].[Cs+].[Cs+]. (2) Given the product [F:1][C:2]1[CH:3]=[C:4]([C:10]2[CH:15]=[CH:14][CH:13]=[C:12]([O:16][CH3:17])[CH:11]=2)[CH:5]=[C:6]([F:9])[C:7]=1[NH:8][C:19]1[N:27]=[CH:26][CH:25]=[CH:24][C:20]=1[C:21]([OH:23])=[O:22], predict the reactants needed to synthesize it. The reactants are: [F:1][C:2]1[CH:3]=[C:4]([C:10]2[CH:15]=[CH:14][CH:13]=[C:12]([O:16][CH3:17])[CH:11]=2)[CH:5]=[C:6]([F:9])[C:7]=1[NH2:8].Cl[C:19]1[N:27]=[CH:26][CH:25]=[CH:24][C:20]=1[C:21]([OH:23])=[O:22].